This data is from Full USPTO retrosynthesis dataset with 1.9M reactions from patents (1976-2016). The task is: Predict the reactants needed to synthesize the given product. (1) Given the product [N:10]12[CH2:15][CH2:14][CH:13]([CH2:12][CH2:11]1)[C@@H:8]([NH:7][C:28]([C:25]1[CH:24]=[CH:23][C:22]([C:21]([F:20])([F:32])[F:31])=[CH:27][N:26]=1)=[O:30])[CH2:9]2, predict the reactants needed to synthesize it. The reactants are: COC1C=CC=CC=1C([NH:7][C@H:8]1[CH:13]2[CH2:14][CH2:15][N:10]([CH2:11][CH2:12]2)[CH2:9]1)=O.[F:20][C:21]([F:32])([F:31])[C:22]1[CH:23]=[CH:24][C:25]([C:28]([OH:30])=O)=[N:26][CH:27]=1. (2) Given the product [ClH:4].[NH2:5][C:6]1[NH:10][N:9]=[C:8]([NH:11][C:12]2[CH:17]=[C:16]([C:18]([F:21])([F:20])[F:19])[C:15]([C:22]3[CH:27]=[CH:26][C:25]([S:28]([NH:31][CH2:32][CH2:33][NH:34][CH3:35])(=[O:30])=[O:29])=[CH:24][CH:23]=3)=[C:14]([Cl:43])[CH:13]=2)[N:7]=1, predict the reactants needed to synthesize it. The reactants are: C([Cl:4])(=O)C.[NH2:5][C:6]1[NH:10][N:9]=[C:8]([NH:11][C:12]2[CH:17]=[C:16]([C:18]([F:21])([F:20])[F:19])[C:15]([C:22]3[CH:27]=[CH:26][C:25]([S:28]([NH:31][CH2:32][CH2:33][N:34](C)[C:35](=O)OC(C)(C)C)(=[O:30])=[O:29])=[CH:24][CH:23]=3)=[C:14]([Cl:43])[CH:13]=2)[N:7]=1. (3) Given the product [F:23][C:24]1[CH:29]=[CH:28][C:27]([CH:30]2[CH2:31][CH2:32][N:33]([C:2]3[C:7]([C:8]#[N:9])=[C:6]([NH:10][CH2:11][C:12]4[CH:13]=[N:14][CH:15]=[CH:16][CH:17]=4)[N:5]=[C:4]([NH:18][CH2:19][CH2:20][OH:21])[N:3]=3)[CH2:34][CH2:35]2)=[CH:26][CH:25]=1, predict the reactants needed to synthesize it. The reactants are: Cl[C:2]1[C:7]([C:8]#[N:9])=[C:6]([NH:10][CH2:11][C:12]2[CH:13]=[N:14][CH:15]=[CH:16][CH:17]=2)[N:5]=[C:4]([NH:18][CH2:19][CH2:20][OH:21])[N:3]=1.Cl.[F:23][C:24]1[CH:29]=[CH:28][C:27]([CH:30]2[CH2:35][CH2:34][NH:33][CH2:32][CH2:31]2)=[CH:26][CH:25]=1.C(N(C(C)C)C(C)C)C. (4) Given the product [C:33]([O:37][C:38](=[O:46])[NH:39][CH2:40][C@@H:41]1[CH2:45][CH2:44][N:43]([CH2:31][C:3]2[C:2]([Cl:1])=[C:11]3[C:6]([C:7](=[O:26])[N:8]([CH2:13][C:14]4[CH:19]=[C:18]([Cl:20])[CH:17]=[CH:16][C:15]=4[S:21]([CH2:24][CH3:25])(=[O:22])=[O:23])[C:9](=[O:12])[NH:10]3)=[CH:5][C:4]=2[C:27]([F:29])([F:30])[F:28])[CH2:42]1)([CH3:36])([CH3:34])[CH3:35], predict the reactants needed to synthesize it. The reactants are: [Cl:1][C:2]1[C:3]([CH:31]=O)=[C:4]([C:27]([F:30])([F:29])[F:28])[CH:5]=[C:6]2[C:11]=1[NH:10][C:9](=[O:12])[N:8]([CH2:13][C:14]1[CH:19]=[C:18]([Cl:20])[CH:17]=[CH:16][C:15]=1[S:21]([CH2:24][CH3:25])(=[O:23])=[O:22])[C:7]2=[O:26].[C:33]([O:37][C:38](=[O:46])[NH:39][CH2:40][C@@H:41]1[CH2:45][CH2:44][NH:43][CH2:42]1)([CH3:36])([CH3:35])[CH3:34]. (5) Given the product [CH2:1]([N:5]([S:32]([C:35]1[CH:36]=[CH:37][C:38]([CH3:41])=[CH:39][CH:40]=1)(=[O:34])=[O:33])[C@H:6]([C:29]([OH:31])=[O:30])[CH2:7][CH2:8][CH2:9][CH2:10][NH:11][C:12](=[O:14])[C@H:53]([CH2:54][CH2:55][CH2:56][CH2:57][NH2:58])[NH:52][S:49]([C:46]1[CH:47]=[CH:48][C:43]([CH3:42])=[CH:44][CH:45]=1)(=[O:50])=[O:51])[CH:2]([CH3:3])[CH3:4], predict the reactants needed to synthesize it. The reactants are: [CH2:1]([N:5]([S:32]([C:35]1[CH:40]=[CH:39][C:38]([CH3:41])=[CH:37][CH:36]=1)(=[O:34])=[O:33])[C@H:6]([C:29]([OH:31])=[O:30])[CH2:7][CH2:8][CH2:9][CH2:10][NH:11][C:12]([O:14]CC1C2C=CC=CC=2C2C1=CC=CC=2)=O)[CH:2]([CH3:4])[CH3:3].[CH3:42][C:43]1[CH:48]=[CH:47][C:46]([S:49]([NH:52][C@H:53](C(O)=O)[CH2:54][CH2:55][CH2:56][CH2:57][NH:58]C(OC(C)(C)C)=O)(=[O:51])=[O:50])=[CH:45][CH:44]=1. (6) The reactants are: [N:1]1([C:7]2[C:15]3[O:14][C:13](=[O:16])[NH:12][C:11]=3[CH:10]=[CH:9][CH:8]=2)[CH2:6][CH2:5][NH:4][CH2:3][CH2:2]1.Br[CH2:18][C:19]1[CH:20]=[C:21]([C:25]2[CH:30]=[CH:29][CH:28]=[CH:27][CH:26]=2)[CH:22]=[CH:23][CH:24]=1.[I-].[K+].C(N(CC)C(C)C)(C)C. Given the product [C:25]1([C:21]2[CH:20]=[C:19]([CH:24]=[CH:23][CH:22]=2)[CH2:18][N:12]2[C:11]3[CH:10]=[CH:9][CH:8]=[C:7]([N:1]4[CH2:6][CH2:5][NH:4][CH2:3][CH2:2]4)[C:15]=3[O:14][C:13]2=[O:16])[CH:26]=[CH:27][CH:28]=[CH:29][CH:30]=1, predict the reactants needed to synthesize it. (7) The reactants are: [CH:1]1[C:6]([OH:7])=[CH:5][CH:4]=[C:3]([CH3:8])[CH:2]=1.[H-].[Na+].Br[CH2:12][C:13]([CH3:24])=[CH:14][C:15]1[CH:20]=[CH:19][C:18]([CH:21]([CH3:23])[CH3:22])=[CH:17][CH:16]=1.O. Given the product [CH:21]([C:18]1[CH:17]=[CH:16][C:15]([CH:14]=[C:13]([CH3:24])[CH2:12][O:7][C:6]2[CH:5]=[CH:4][C:3]([CH3:8])=[CH:2][CH:1]=2)=[CH:20][CH:19]=1)([CH3:23])[CH3:22], predict the reactants needed to synthesize it.